Binary Classification. Given a drug SMILES string, predict its activity (active/inactive) in a high-throughput screening assay against a specified biological target. From a dataset of M1 muscarinic receptor agonist screen with 61,833 compounds. (1) The drug is Clc1c(c2nc(SCC(=O)C3(OC(=O)CC3)C)n[nH]2)cccc1. The result is 0 (inactive). (2) The drug is O1CCN(C(c2n(nnn2)C2CCCCC2)c2oc3c([nH]c(c3)C(OCC)=O)c2)CC1. The result is 0 (inactive).